From a dataset of Catalyst prediction with 721,799 reactions and 888 catalyst types from USPTO. Predict which catalyst facilitates the given reaction. (1) Reactant: [Cl:1][C:2]1[CH:3]=[C:4]([C:8]2[CH:9]=[C:10](N)[CH:11]=[N:12][C:13]=2[O:14][CH3:15])[CH:5]=[CH:6][CH:7]=1.[Br:17]C1C=C(N)C=NC=1OC.C(=O)(O)[O-].[Na+]. Product: [Br:17][C:10]1[CH:9]=[C:8]([C:4]2[CH:5]=[CH:6][CH:7]=[C:2]([Cl:1])[CH:3]=2)[C:13]([O:14][CH3:15])=[N:12][CH:11]=1. The catalyst class is: 10. (2) Reactant: [C:1](OC(=O)C)(=O)[CH3:2].[NH2:8]/[C:9](=[N:17]\[OH:18])/[CH:10]([CH3:16])[C:11]([O:13][CH2:14][CH3:15])=[O:12]. Product: [CH3:1][C:2]1[O:18][N:17]=[C:9]([CH:10]([CH3:16])[C:11]([O:13][CH2:14][CH3:15])=[O:12])[N:8]=1. The catalyst class is: 17. (3) Reactant: [NH2:1][N:2]1[CH:7]=[CH:6][CH:5]=[CH:4][C:3]1=[NH2+:8].CC1C=C(C)C=C(C)C=1S([O-])(=O)=O.[OH-].[Na+].[OH:24][CH2:25][C:26](OC)=O. Product: [N:8]1[C:26]([CH2:25][OH:24])=[N:1][N:2]2[CH:7]=[CH:6][CH:5]=[CH:4][C:3]=12. The catalyst class is: 14. (4) Reactant: [CH:1]([C:4]1[CH:13]=[C:12]([CH3:14])[CH:11]=[CH:10][C:5]=1[C:6]([O:8][CH3:9])=[O:7])([CH3:3])[CH3:2].[I-].[I:16]([O-])(=O)(=O)=O.[Na+].S(=O)(=O)(O)O. Product: [I:16][C:11]1[C:12]([CH3:14])=[CH:13][C:4]([CH:1]([CH3:3])[CH3:2])=[C:5]([CH:10]=1)[C:6]([O:8][CH3:9])=[O:7]. The catalyst class is: 15. (5) Product: [O:1]1[C:5]2[CH:6]=[CH:7][C:8]([CH2:10][C:12]3[S:13][CH:14]=[CH:15][N:16]=3)=[CH:9][C:4]=2[CH:3]=[CH:2]1. The catalyst class is: 839. Reactant: [O:1]1[C:5]2[CH:6]=[CH:7][C:8]([CH:10]([C:12]3[S:13][CH:14]=[CH:15][N:16]=3)O)=[CH:9][C:4]=2[CH:3]=[CH:2]1.C([SiH](CC)CC)C.FC(F)(F)C(O)=O. (6) Reactant: CS(C)=O.C(Cl)(=O)C(Cl)=O.[C:11]([O:15][C:16]([N:18]1[CH2:23][CH2:22][CH2:21][CH:20]([OH:24])[CH2:19]1)=[O:17])([CH3:14])([CH3:13])[CH3:12].C(N(CC)CC)C. Product: [C:11]([O:15][C:16]([N:18]1[CH2:23][CH2:22][CH2:21][C:20](=[O:24])[CH2:19]1)=[O:17])([CH3:14])([CH3:12])[CH3:13]. The catalyst class is: 34.